This data is from Full USPTO retrosynthesis dataset with 1.9M reactions from patents (1976-2016). The task is: Predict the reactants needed to synthesize the given product. (1) Given the product [ClH:38].[ClH:38].[CH3:1][N:2]1[C:6]([C:7]([CH3:18])([C:9]2[S:10][C:11]([C:14]([F:17])([F:15])[F:16])=[CH:12][CH:13]=2)[CH3:8])=[N:5][N:4]=[C:3]1[CH:19]1[CH2:24][CH2:23][NH:22][CH2:21][CH2:20]1, predict the reactants needed to synthesize it. The reactants are: [CH3:1][N:2]1[C:6]([C:7]([CH3:18])([C:9]2[S:10][C:11]([C:14]([F:17])([F:16])[F:15])=[CH:12][CH:13]=2)[CH3:8])=[N:5][N:4]=[C:3]1[CH:19]1[CH2:24][CH2:23][N:22](C(OC(C)(C)C)=O)[CH2:21][CH2:20]1.C(OCC)(=O)C.[ClH:38]. (2) The reactants are: Br[C:2]1[CH:7]=[CH:6][C:5]([S:8]([NH:11][C:12]2[CH:17]=[CH:16][C:15]([Cl:18])=[CH:14][C:13]=2[N:19]2[C:27]3[C:22](=[N:23][CH:24]=[CH:25][CH:26]=3)[N:21]=[N:20]2)(=[O:10])=[O:9])=[CH:4][C:3]=1[F:28].[NH:29]1[CH2:34][CH2:33][O:32][CH2:31][CH2:30]1.O.[O-]P([O-])([O-])=O.[K+].[K+].[K+]. Given the product [Cl:18][C:15]1[CH:16]=[CH:17][C:12]([NH:11][S:8]([C:5]2[CH:6]=[CH:7][C:2]([N:29]3[CH2:34][CH2:33][O:32][CH2:31][CH2:30]3)=[C:3]([F:28])[CH:4]=2)(=[O:10])=[O:9])=[C:13]([N:19]2[C:27]3[C:22](=[N:23][CH:24]=[CH:25][CH:26]=3)[N:21]=[N:20]2)[CH:14]=1, predict the reactants needed to synthesize it. (3) Given the product [ClH:73].[F:31][C:32]1[CH:33]=[C:34]([CH:37]=[CH:38][C:39]=1[O:40][CH3:41])[CH2:35][N:9]([CH2:8][CH:7]([C:1]1[CH:2]=[CH:3][CH:4]=[CH:5][CH:6]=1)[C:25]1[CH:26]=[CH:27][CH:28]=[CH:29][CH:30]=1)[CH2:10][C@@H:11]([CH3:24])[CH2:12][O:13][C:14]1[CH:15]=[C:16]([CH2:20][C:21]([OH:23])=[O:22])[CH:17]=[CH:18][CH:19]=1, predict the reactants needed to synthesize it. The reactants are: [C:1]1([CH:7]([C:25]2[CH:30]=[CH:29][CH:28]=[CH:27][CH:26]=2)[CH2:8][NH:9][CH2:10][C@@H:11]([CH3:24])[CH2:12][O:13][C:14]2[CH:15]=[C:16]([CH2:20][C:21]([OH:23])=[O:22])[CH:17]=[CH:18][CH:19]=2)[CH:6]=[CH:5][CH:4]=[CH:3][CH:2]=1.[F:31][C:32]1[CH:33]=[C:34]([CH:37]=[CH:38][C:39]=1[O:40][CH3:41])[CH:35]=O.COC(=O)CC1C=CC=C(OCC[C@H](NCC(C2C=CC=CC=2)C2C=CC=CC=2)C)C=1.[Cl:73]C1C(C(F)(F)F)=CC=CC=1C=O.Cl.CCOCC. (4) Given the product [CH2:3]([N:10]([CH2:14][CH2:15][O:16][CH2:37][CH2:36][CH2:35][CH2:34][CH2:33][CH2:32][CH2:31][CH2:30]/[CH:29]=[CH:28]\[CH2:27]/[CH:26]=[CH:25]\[CH2:24][CH2:23][CH2:22][CH2:40][CH3:41])[CH2:11][CH2:12][O:13][CH2:22][CH2:23][CH2:24][CH2:25][CH2:26][CH2:27][CH2:28][CH2:29]/[CH:30]=[CH:31]\[CH2:32]/[CH:33]=[CH:34]\[CH2:35][CH2:36][CH2:37][CH2:38][CH3:39])[C:4]1[CH:9]=[CH:8][CH:7]=[CH:6][CH:5]=1, predict the reactants needed to synthesize it. The reactants are: [H-].[Na+].[CH2:3]([N:10]([CH2:14][CH2:15][OH:16])[CH2:11][CH2:12][OH:13])[C:4]1[CH:9]=[CH:8][CH:7]=[CH:6][CH:5]=1.CS(O[CH2:22][CH2:23][CH2:24][CH2:25][CH2:26][CH2:27][CH2:28][CH2:29]/[CH:30]=[CH:31]\[CH2:32]/[CH:33]=[CH:34]\[CH2:35][CH2:36][CH2:37][CH2:38][CH3:39])(=O)=O.[CH2:40](O)[CH3:41].